This data is from Full USPTO retrosynthesis dataset with 1.9M reactions from patents (1976-2016). The task is: Predict the reactants needed to synthesize the given product. (1) Given the product [Cl:1][C:2]1[CH:3]=[C:4]([NH:8][C:9]([C:11]2[C:12]([NH:17][CH:18]3[CH2:23][CH2:22][N:21]([CH:24]([C:25]([OH:27])=[O:26])[C:30]([OH:32])=[O:31])[CH2:20][CH2:19]3)=[N:13][CH:14]=[CH:15][CH:16]=2)=[O:10])[CH:5]=[CH:6][CH:7]=1, predict the reactants needed to synthesize it. The reactants are: [Cl:1][C:2]1[CH:3]=[C:4]([NH:8][C:9]([C:11]2[C:12]([NH:17][CH:18]3[CH2:23][CH2:22][N:21]([CH:24]([C:30]([O:32]CC)=[O:31])[C:25]([O:27]CC)=[O:26])[CH2:20][CH2:19]3)=[N:13][CH:14]=[CH:15][CH:16]=2)=[O:10])[CH:5]=[CH:6][CH:7]=1.[OH-].[Na+]. (2) Given the product [Cl:18][C:16]1[CH:15]=[CH:14][C:13]2[S:19][C:6]([C:5]3[CH:9]=[CH:10][C:2]([NH2:1])=[CH:3][CH:4]=3)=[N:11][C:12]=2[CH:17]=1, predict the reactants needed to synthesize it. The reactants are: [NH2:1][C:2]1[CH:10]=[CH:9][C:5]([C:6](O)=O)=[CH:4][CH:3]=1.[NH2:11][C:12]1[CH:17]=[C:16]([Cl:18])[CH:15]=[CH:14][C:13]=1[SH:19]. (3) Given the product [Cl:35][C:29]1[CH:30]=[CH:31][CH:32]=[C:33]([F:34])[C:28]=1[CH2:27][NH:26][C:23]1[CH:22]=[CH:21][C:20]([CH2:19][C:12]2[C:13]3[C:14](=[N:15][CH:16]=[CH:17][CH:18]=3)[NH:10][CH:11]=2)=[CH:25][N:24]=1, predict the reactants needed to synthesize it. The reactants are: C1(S([N:10]2[C:14]3=[N:15][CH:16]=[CH:17][CH:18]=[C:13]3[C:12]([CH2:19][C:20]3[CH:21]=[CH:22][C:23]([NH:26][CH2:27][C:28]4[C:33]([F:34])=[CH:32][CH:31]=[CH:30][C:29]=4[Cl:35])=[N:24][CH:25]=3)=[CH:11]2)(=O)=O)C=CC=CC=1.CO.[OH-].[K+]. (4) Given the product [C:2]([CH:4]1[CH2:9][O:8][CH2:7][CH2:6][N:5]1[C:10]([O:12][C:13]([CH3:16])([CH3:15])[CH3:14])=[O:11])#[N:1], predict the reactants needed to synthesize it. The reactants are: [NH2:1][C:2]([CH:4]1[CH2:9][O:8][CH2:7][CH2:6][N:5]1[C:10]([O:12][C:13]([CH3:16])([CH3:15])[CH3:14])=[O:11])=O.C(N(CC)CC)C.FC(F)(F)C(OC(=O)C(F)(F)F)=O. (5) Given the product [CH3:26][N:27]([CH3:42])[C:28]1([C:35]2[CH:40]=[CH:39][CH:38]=[C:37]([F:41])[CH:36]=2)[CH2:33][CH2:32][CH:31]([CH:4]=[O:5])[CH2:30][CH2:29]1, predict the reactants needed to synthesize it. The reactants are: [H-].[Na+].[Cl-].[CH3:4][O:5]C[P+](C1C=CC=CC=1)(C1C=CC=CC=1)C1C=CC=CC=1.[CH3:26][N:27]([CH3:42])[C:28]1([C:35]2[CH:40]=[CH:39][CH:38]=[C:37]([F:41])[CH:36]=2)[CH2:33][CH2:32][C:31](=O)[CH2:30][CH2:29]1.Cl. (6) The reactants are: [CH2:1]([Mg]Cl)[CH:2]=[CH2:3].C1COCC1.[Br:11][C:12]1[CH:19]=[CH:18][C:15]([CH2:16]Br)=[CH:14][CH:13]=1. Given the product [Br:11][C:12]1[CH:19]=[CH:18][C:15]([CH2:16][CH2:3][CH:2]=[CH2:1])=[CH:14][CH:13]=1, predict the reactants needed to synthesize it. (7) Given the product [C:41]([O:40][C:38]([N:45]1[CH2:52][CH2:51][CH2:50][CH:46]1[C:47](=[O:49])[N:2]([CH2:53][C:68]1[CH:73]=[CH:72][C:71]([Cl:1])=[CH:70][CH:69]=1)[CH2:3][C:4]([N:6]1[CH2:11][CH2:10][N:9]([CH:12]([C:13](=[O:14])[NH:15][CH3:16])[CH2:17][C:18]2[CH:27]=[CH:26][C:25]3[C:20](=[CH:21][CH:22]=[CH:23][CH:24]=3)[CH:19]=2)[CH2:8][CH:7]1[CH2:28][CH3:29])=[O:5])=[O:39])([CH3:42])([CH3:43])[CH3:44], predict the reactants needed to synthesize it. The reactants are: [ClH:1].[NH2:2][CH:3](CC1C=CC(Cl)=CC=1)[C:4]([N:6]1[CH2:11][CH2:10][N:9]([CH:12]([CH2:17][C:18]2[CH:27]=[CH:26][C:25]3[C:20](=[CH:21][CH:22]=[CH:23][CH:24]=3)[CH:19]=2)[C:13]([NH:15][CH3:16])=[O:14])[CH2:8][CH:7]1[CH2:28][CH3:29])=[O:5].[C:38]([N:45]1[CH2:52][CH2:51][CH2:50][C@H:46]1[C:47]([OH:49])=O)([O:40][C:41]([CH3:44])([CH3:43])[CH3:42])=[O:39].[CH3:53]N(C)CCCN=C=NCC.ON1[C:69]2[CH:70]=[CH:71][CH:72]=[CH:73][C:68]=2N=N1.CN1CCOCC1.